Dataset: Full USPTO retrosynthesis dataset with 1.9M reactions from patents (1976-2016). Task: Predict the reactants needed to synthesize the given product. (1) Given the product [CH3:1][C:2]1([C:5]2[CH:6]=[C:7]([NH2:8])[N:17]([C:14]3[CH:15]=[CH:16][C:11]([CH3:19])=[CH:12][CH:13]=3)[N:18]=2)[CH2:4][CH2:3]1, predict the reactants needed to synthesize it. The reactants are: [CH3:1][C:2]1([C:5](=O)[CH2:6][C:7]#[N:8])[CH2:4][CH2:3]1.Cl.[C:11]1([CH3:19])[CH:16]=[CH:15][C:14]([NH:17][NH2:18])=[CH:13][CH:12]=1. (2) Given the product [CH3:1][C@@:28]1([C:38]([OH:40])=[O:39])[CH2:27][CH2:26][CH2:30][N:29]1[CH3:31], predict the reactants needed to synthesize it. The reactants are: [CH3:1]N1C(=O)N(C)CCC1.C[Si]([N-][Si](C)(C)C)(C)C.[Na+].C1COCC1.O=[C:26]1[CH2:30][N:29]([C:31](OC(C)(C)C)=O)[C@H:28]([C:38]([O:40]C(C)(C)C)=[O:39])[CH2:27]1.CI. (3) Given the product [C:1]([N:5]([CH3:28])[C:6]([C:8]1[N:9]=[C:10]([C:33]2[S:32][CH:36]=[CH:35][CH:34]=2)[N:11]2[C:20]3[C:15](=[CH:16][C:17]([O:25][CH3:26])=[C:18]([O:21][CH:22]([CH3:24])[CH3:23])[CH:19]=3)[CH2:14][CH2:13][C:12]=12)=[O:7])([CH3:4])([CH3:3])[CH3:2], predict the reactants needed to synthesize it. The reactants are: [C:1]([N:5]([CH3:28])[C:6]([C:8]1[N:9]=[C:10](Br)[N:11]2[C:20]3[C:15](=[CH:16][C:17]([O:25][CH3:26])=[C:18]([O:21][CH:22]([CH3:24])[CH3:23])[CH:19]=3)[CH2:14][CH2:13][C:12]=12)=[O:7])([CH3:4])([CH3:3])[CH3:2].ClCCl.[S:32]1[CH:36]=[CH:35][CH:34]=[C:33]1B(O)O.C(=O)([O-])[O-].[Cs+].[Cs+].O1CCOCC1.